The task is: Predict the reaction yield, written as a fraction of the theoretical maximum amount of product (1.0 means a 100% yield; for example, 0.34 means a 34% yield).. This data is from Reaction yield outcomes from USPTO patents with 853,638 reactions. (1) The reactants are [CH3:1][O:2][CH2:3][C:4]1[CH:5]=[C:6]2[C:11](=[CH:12][CH:13]=1)[CH:10]([C:14]([O:16]CC)=[O:15])[N:9]([C:19]([O:21][C:22]([CH3:25])([CH3:24])[CH3:23])=[O:20])[CH2:8][CH2:7]2.C1COCC1.O.[OH-].[Li+]. The yield is 1.01. The product is [C:22]([O:21][C:19]([N:9]1[CH2:8][CH2:7][C:6]2[C:11](=[CH:12][CH:13]=[C:4]([CH2:3][O:2][CH3:1])[CH:5]=2)[CH:10]1[C:14]([OH:16])=[O:15])=[O:20])([CH3:25])([CH3:23])[CH3:24]. The catalyst is CO. (2) The reactants are [C:1](=[O:4])(O)O.[F:5][C:6]1[C:11]([F:12])=[C:10]([F:13])[CH:9]=[CH:8][C:7]=1[NH:14][C:15]([NH2:17])=[NH:16].[C:18]1(C)[CH:23]=[CH:22][CH:21]=[CH:20][CH:19]=1. The catalyst is O. The product is [F:5][C:6]1[C:11]([F:12])=[C:10]([F:13])[CH:9]=[CH:8][C:7]=1[NH:14][C:15]1[N:17]=[C:1]([OH:4])[C:19]2[CH2:20][CH2:21][CH2:22][CH2:23][C:18]=2[N:16]=1. The yield is 0.546. (3) The reactants are [OH:1][CH:2]([CH2:6][CH:7]([CH3:9])[CH3:8])[C:3]([OH:5])=[O:4].O1[B:15]([C@@H:16]([NH:21][C:22](=[O:35])[CH2:23][NH:24][C:25](=[O:34])[C:26]2[CH:31]=[C:30]([Cl:32])[CH:29]=[CH:28][C:27]=2[Cl:33])[CH2:17][CH:18]([CH3:20])[CH3:19])O[B:15]([C@@H:16]([NH:21][C:22](=[O:35])[CH2:23][NH:24][C:25](=[O:34])[C:26]2[CH:31]=[C:30]([Cl:32])[CH:29]=[CH:28][C:27]=2[Cl:33])[CH2:17][CH:18]([CH3:20])[CH3:19])O[B:15]1[C@@H:16]([NH:21][C:22](=[O:35])[CH2:23][NH:24][C:25](=[O:34])[C:26]1[CH:31]=[C:30]([Cl:32])[CH:29]=[CH:28][C:27]=1[Cl:33])[CH2:17][CH:18]([CH3:20])[CH3:19]. The catalyst is CCOC(C)=O. The product is [Cl:33][C:27]1[CH:28]=[CH:29][C:30]([Cl:32])=[CH:31][C:26]=1[C:25]([NH:24][CH2:23][C:22]([NH:21][C@H:16]([B:15]1[O:1][C@@H:2]([CH2:6][CH:7]([CH3:9])[CH3:8])[C:3](=[O:5])[O:4]1)[CH2:17][CH:18]([CH3:20])[CH3:19])=[O:35])=[O:34]. The yield is 0.950.